This data is from Full USPTO retrosynthesis dataset with 1.9M reactions from patents (1976-2016). The task is: Predict the reactants needed to synthesize the given product. Given the product [Cl:1][C:2]1[CH:3]=[CH:4][C:5]([C:8]2[CH:9]=[N:10][CH:11]=[C:12]3[C:17]=2[N:16]=[C:15]([C:18]([NH:62][CH2:61][C:58]2[CH:57]=[N:56][C:55]([CH3:54])=[CH:60][N:59]=2)=[O:20])[CH:14]=[CH:13]3)=[CH:6][CH:7]=1, predict the reactants needed to synthesize it. The reactants are: [Cl:1][C:2]1[CH:7]=[CH:6][C:5]([C:8]2[CH:9]=[N:10][CH:11]=[C:12]3[C:17]=2[N:16]=[C:15]([C:18]([OH:20])=O)[CH:14]=[CH:13]3)=[CH:4][CH:3]=1.C(N(CC)C(C)C)(C)C.F[P-](F)(F)(F)(F)F.N1(OC(N(C)C)=[N+](C)C)C2N=CC=CC=2N=N1.[CH3:54][C:55]1[N:56]=[CH:57][C:58]([CH2:61][NH2:62])=[N:59][CH:60]=1.